From a dataset of Catalyst prediction with 721,799 reactions and 888 catalyst types from USPTO. Predict which catalyst facilitates the given reaction. (1) Reactant: [OH:1][C@H:2]([C@@H:7]([OH:15])[CH2:8][C:9]1[CH:14]=[CH:13][CH:12]=[CH:11][CH:10]=1)[C:3]([O:5][CH3:6])=[O:4].[CH3:16][CH2:17][C:18](=O)[CH2:19][CH3:20].OS(O)(=O)=O. Product: [CH3:6][O:5][C:3]([C@H:2]1[C@H:7]([CH2:8][C:9]2[CH:14]=[CH:13][CH:12]=[CH:11][CH:10]=2)[O:15][C:18]([CH2:19][CH3:20])([CH2:17][CH3:16])[O:1]1)=[O:4]. The catalyst class is: 25. (2) Reactant: [F:1][C:2]1[CH:3]=[CH:4][C:5]([O:29][CH3:30])=[C:6]([C:8]([CH3:28])([CH3:27])[CH2:9][C:10](N)([CH2:15][C:16]2[C:25]3[C:20](=[CH:21][CH:22]=[CH:23][CH:24]=3)[N:19]=[CH:18][CH:17]=2)[C:11]([F:14])([F:13])[F:12])[CH:7]=1.C=O.[C:33](O)(=O)C.[C:37]([BH3-])#[N:38].[Na+]. Product: [F:1][C:2]1[CH:3]=[CH:4][C:5]([O:29][CH3:30])=[C:6]([C:8]([CH3:28])([CH3:27])[CH2:9][C:10]([N:38]([CH3:37])[CH3:33])([CH2:15][C:16]2[C:25]3[C:20](=[CH:21][CH:22]=[CH:23][CH:24]=3)[N:19]=[CH:18][CH:17]=2)[C:11]([F:14])([F:13])[F:12])[CH:7]=1. The catalyst class is: 10.